This data is from Full USPTO retrosynthesis dataset with 1.9M reactions from patents (1976-2016). The task is: Predict the reactants needed to synthesize the given product. (1) Given the product [OH:34][C:35]([CH3:40])([CH3:39])[C:36]([N:1]1[CH2:4][CH:3]([CH2:5][C:6]2[N:7]([CH3:33])[C:8]3[C:13]([N:14]=2)=[C:12]([N:15]2[CH2:20][CH2:19][O:18][CH2:17][CH2:16]2)[N:11]=[C:10]([N:21]2[C:25]4[CH:26]=[CH:27][CH:28]=[CH:29][C:24]=4[N:23]=[C:22]2[C@H:30]([OH:32])[CH3:31])[N:9]=3)[CH2:2]1)=[O:37], predict the reactants needed to synthesize it. The reactants are: [NH:1]1[CH2:4][CH:3]([CH2:5][C:6]2[N:7]([CH3:33])[C:8]3[C:13]([N:14]=2)=[C:12]([N:15]2[CH2:20][CH2:19][O:18][CH2:17][CH2:16]2)[N:11]=[C:10]([N:21]2[C:25]4[CH:26]=[CH:27][CH:28]=[CH:29][C:24]=4[N:23]=[C:22]2[C@H:30]([OH:32])[CH3:31])[N:9]=3)[CH2:2]1.[OH:34][C:35]([CH3:40])([CH3:39])[C:36](O)=[O:37].C1C=CC2N(O)N=NC=2C=1.CN1CCOCC1.CCN=C=NCCCN(C)C. (2) Given the product [NH2:25][C:22]1[CH:23]=[C:24]2[C:19](=[CH:20][CH:21]=1)[NH:18][CH:17]=[C:16]2[C:13]1[CH2:14][CH2:15][CH:10]([N:2]([CH3:1])[C:3](=[O:9])[O:4][C:5]([CH3:6])([CH3:7])[CH3:8])[CH2:11][CH:12]=1, predict the reactants needed to synthesize it. The reactants are: [CH3:1][N:2]([CH:10]1[CH2:15][CH2:14][C:13]([C:16]2[C:24]3[C:19](=[CH:20][CH:21]=[C:22]([N+:25]([O-])=O)[CH:23]=3)[NH:18][CH:17]=2)=[CH:12][CH2:11]1)[C:3](=[O:9])[O:4][C:5]([CH3:8])([CH3:7])[CH3:6].O.NN.